This data is from Forward reaction prediction with 1.9M reactions from USPTO patents (1976-2016). The task is: Predict the product of the given reaction. (1) Given the reactants [C:1]([C:3]1[CH:11]=[CH:10][C:9]([F:12])=[CH:8][C:4]=1[C:5]([OH:7])=[O:6])#[N:2].[C:13](Cl)(=O)C, predict the reaction product. The product is: [CH3:13][O:6][C:5](=[O:7])[C:4]1[CH:8]=[C:9]([F:12])[CH:10]=[CH:11][C:3]=1[C:1]#[N:2]. (2) Given the reactants [C:1]([O:5][C:6]([N:8]([CH2:14][C:15]1[CH:24]=[CH:23][C:18]([C:19]([O:21][CH3:22])=[O:20])=[CH:17][C:16]=1[N+:25]([O-])=O)[CH2:9][C:10]([O:12][CH3:13])=[O:11])=[O:7])([CH3:4])([CH3:3])[CH3:2], predict the reaction product. The product is: [NH2:25][C:16]1[CH:17]=[C:18]([CH:23]=[CH:24][C:15]=1[CH2:14][N:8]([C:6]([O:5][C:1]([CH3:4])([CH3:3])[CH3:2])=[O:7])[CH2:9][C:10]([O:12][CH3:13])=[O:11])[C:19]([O:21][CH3:22])=[O:20]. (3) Given the reactants [OH:1][CH2:2][C:3](=O)[CH3:4].[O:6]1[CH2:11][CH2:10][CH2:9][CH2:8][CH:7]1[O:12][NH2:13].C(O)(=O)C, predict the reaction product. The product is: [O:6]1[CH2:11][CH2:10][CH2:9][CH2:8][CH:7]1[O:12][N:13]=[C:3]([CH3:4])[CH2:2][OH:1]. (4) Given the reactants C(O[CH2:5]/[CH:6]=[CH:7]/[C:8]1[CH:17]=[C:16]2[C:11]([C:12]([NH:20][C:21]3[CH:26]=[CH:25][C:24]([S:27][C:28]4[N:29]([CH3:33])[CH:30]=[CH:31][N:32]=4)=[C:23]([Cl:34])[CH:22]=3)=[C:13]([C:18]#[N:19])[CH:14]=[N:15]2)=[CH:10][CH:9]=1)(=O)C.[N:35]1([CH:40]2[CH2:45][CH2:44][NH:43][CH2:42][CH2:41]2)[CH2:39][CH2:38][CH2:37][CH2:36]1, predict the reaction product. The product is: [Cl:34][C:23]1[CH:22]=[C:21]([NH:20][C:12]2[C:11]3[C:16](=[CH:17][C:8](/[CH:7]=[CH:6]/[CH2:5][N:43]4[CH2:44][CH2:45][CH:40]([N:35]5[CH2:39][CH2:38][CH2:37][CH2:36]5)[CH2:41][CH2:42]4)=[CH:9][CH:10]=3)[N:15]=[CH:14][C:13]=2[C:18]#[N:19])[CH:26]=[CH:25][C:24]=1[S:27][C:28]1[N:29]([CH3:33])[CH:30]=[CH:31][N:32]=1. (5) Given the reactants C(OC([N:8]1[CH2:13][CH:12]2[CH:10]([CH2:11]2)[CH:9]1[C:14](=[O:54])[NH:15][C@:16]1([C:21]([NH:23][S:24]([C:27]2[CH:32]=[CH:31][CH:30]=[CH:29][C:28]=2[NH:33][CH2:34][CH2:35][CH2:36][CH2:37][CH2:38][CH2:39][CH2:40][C@@H:41]([C:51]([OH:53])=[O:52])[NH:42][C:43]([O:45][CH:46]2[CH2:50][CH2:49][CH2:48][CH2:47]2)=[O:44])(=[O:26])=[O:25])=[O:22])[CH2:18][C@H:17]1[CH:19]=[CH2:20])=O)(C)(C)C.C(O)(C(F)(F)F)=O, predict the reaction product. The product is: [CH:10]12[CH2:11][CH:12]1[CH2:13][NH:8][CH:9]2[C:14]([NH:15][C@:16]1([C:21]([NH:23][S:24]([C:27]2[CH:32]=[CH:31][CH:30]=[CH:29][C:28]=2[NH:33][CH2:34][CH2:35][CH2:36][CH2:37][CH2:38][CH2:39][CH2:40][C@H:41]([NH:42][C:43]([O:45][CH:46]2[CH2:50][CH2:49][CH2:48][CH2:47]2)=[O:44])[C:51]([OH:53])=[O:52])(=[O:26])=[O:25])=[O:22])[CH2:18][C@H:17]1[CH:19]=[CH2:20])=[O:54]. (6) The product is: [Cl:1][C:2]1[CH:14]=[C:6]([C:7]([OH:9])=[O:8])[C:5]2[O:15][C:17]([CH3:19])([CH3:18])[CH2:16][C:4]=2[CH:3]=1. Given the reactants [Cl:1][C:2]1[CH:3]=[C:4]([CH2:16][C:17]([CH3:19])=[CH2:18])[C:5]([OH:15])=[C:6]([CH:14]=1)[C:7]([O:9]CC(C)=C)=[O:8], predict the reaction product.